Dataset: Catalyst prediction with 721,799 reactions and 888 catalyst types from USPTO. Task: Predict which catalyst facilitates the given reaction. (1) Product: [C:1]([NH:21][C:22]1[CH:23]=[C:24]([CH:41]=[CH:42][CH:43]=1)[O:25][C:26]1[CH:27]=[CH:28][C:29]2[N:30]([CH:32]=[C:33]([NH:35][C:36]([CH:38]3[CH2:40][CH2:39]3)=[O:37])[N:34]=2)[N:31]=1)(=[O:4])[C:2]#[CH:3]. The catalyst class is: 213. Reactant: [C:1](O)(=[O:4])[C:2]#[CH:3].C1(N=C=NC2CCCCC2)CCCCC1.[NH2:21][C:22]1[CH:23]=[C:24]([CH:41]=[CH:42][CH:43]=1)[O:25][C:26]1[CH:27]=[CH:28][C:29]2[N:30]([CH:32]=[C:33]([NH:35][C:36]([CH:38]3[CH2:40][CH2:39]3)=[O:37])[N:34]=2)[N:31]=1. (2) Reactant: [C:1]1(=[O:11])[C@H:9]2[C@@H:4]([CH2:5][CH2:6][CH2:7][CH2:8]2)[C:3](=[O:10])O1.[CH3:12][N:13]([CH3:30])[CH2:14][CH2:15][O:16][C:17]1[C:25]2[NH:24][C:23]3[CH2:26][CH2:27][NH:28][CH2:29][C:22]=3[C:21]=2[CH:20]=[CH:19][CH:18]=1.C(N(CC)C(C)C)(C)C.CN(C(ON1N=[N:55][C:50]2[CH:51]=[CH:52]C=[N:54][C:49]1=2)=[N+](C)C)C.F[P-](F)(F)(F)(F)F.Cl.NC1(C#N)CC1. Product: [C:49]([C:50]1([NH:55][C:1]([C@@H:9]2[CH2:8][CH2:7][CH2:6][CH2:5][C@H:4]2[C:3]([N:28]2[CH2:27][CH2:26][C:23]3[NH:24][C:25]4[C:17]([O:16][CH2:15][CH2:14][N:13]([CH3:30])[CH3:12])=[CH:18][CH:19]=[CH:20][C:21]=4[C:22]=3[CH2:29]2)=[O:10])=[O:11])[CH2:52][CH2:51]1)#[N:54]. The catalyst class is: 3. (3) Reactant: [CH:1]1([C:4]2[C:5]([CH:20]([CH2:40][CH3:41])[CH2:21][C@@H:22]([C:33]([O:35][C:36]([CH3:39])([CH3:38])[CH3:37])=[O:34])[C:23]([O:25][CH2:26][C:27]3[CH:32]=[CH:31][CH:30]=[CH:29][CH:28]=3)=[O:24])=[N:6][O:7][C:8]=2[C:9]2[CH:13]=[C:12]([CH:14]([OH:19])[C:15]([CH3:18])([CH3:17])[CH3:16])[O:11][N:10]=2)[CH2:3][CH2:2]1.C(Cl)(Cl)Cl.CC(OI1(OC(C)=O)(OC(C)=O)OC(=O)C2C=CC=CC1=2)=O.S([O-])([O-])=O.[Na+].[Na+]. Product: [CH:1]1([C:4]2[C:5]([CH:20]([CH2:40][CH3:41])[CH2:21][C@@H:22]([C:33]([O:35][C:36]([CH3:39])([CH3:38])[CH3:37])=[O:34])[C:23]([O:25][CH2:26][C:27]3[CH:32]=[CH:31][CH:30]=[CH:29][CH:28]=3)=[O:24])=[N:6][O:7][C:8]=2[C:9]2[CH:13]=[C:12]([C:14](=[O:19])[C:15]([CH3:16])([CH3:17])[CH3:18])[O:11][N:10]=2)[CH2:2][CH2:3]1. The catalyst class is: 69. (4) Reactant: [F:1][C:2]1[CH:3]=[CH:4][C:5]2[NH:6][C:7]3[C:12]([C:13]=2[CH:14]=1)=[CH:11][C:10]([F:15])=[CH:9][CH:8]=3.[OH-].[K+].[CH2:18]([CH:20]1[O:22][CH2:21]1)Br. Product: [F:15][C:10]1[CH:9]=[CH:8][C:7]2[N:6]([CH2:18][CH:20]3[CH2:21][O:22]3)[C:5]3[C:13]([C:12]=2[CH:11]=1)=[CH:14][C:2]([F:1])=[CH:3][CH:4]=3. The catalyst class is: 9. (5) Reactant: [F:1][C:2]1[CH:3]=[C:4]([S:9]([N:12]2[CH2:17][CH2:16][C:15]3[NH:18][N:19]=[C:20]([NH:21][C:22](=[O:43])[C:23]4[CH:28]=[CH:27][C:26]([N:29]5[CH2:34][CH2:33][N:32]([CH3:35])[CH2:31][CH2:30]5)=[CH:25][C:24]=4[NH:36][CH:37]4[CH2:42][CH2:41][O:40][CH2:39][CH2:38]4)[C:14]=3[CH2:13]2)(=[O:11])=[O:10])[CH:5]=[C:6]([F:8])[CH:7]=1.C[Si]([N-][Si](C)(C)C)(C)C.[Li+].Cl[C:55]([O:57][CH2:58][CH3:59])=[O:56]. Product: [CH2:58]([O:57][C:55]([N:18]1[C:15]2[CH2:16][CH2:17][N:12]([S:9]([C:4]3[CH:5]=[C:6]([F:8])[CH:7]=[C:2]([F:1])[CH:3]=3)(=[O:11])=[O:10])[CH2:13][C:14]=2[C:20]([NH:21][C:22](=[O:43])[C:23]2[CH:28]=[CH:27][C:26]([N:29]3[CH2:34][CH2:33][N:32]([CH3:35])[CH2:31][CH2:30]3)=[CH:25][C:24]=2[NH:36][CH:37]2[CH2:42][CH2:41][O:40][CH2:39][CH2:38]2)=[N:19]1)=[O:56])[CH3:59]. The catalyst class is: 20.